This data is from Peptide-MHC class II binding affinity with 134,281 pairs from IEDB. The task is: Regression. Given a peptide amino acid sequence and an MHC pseudo amino acid sequence, predict their binding affinity value. This is MHC class II binding data. The peptide sequence is EKKYFAATQFEKLAA. The MHC is HLA-DQA10501-DQB10201 with pseudo-sequence HLA-DQA10501-DQB10201. The binding affinity (normalized) is 0.409.